Predict the product of the given reaction. From a dataset of Forward reaction prediction with 1.9M reactions from USPTO patents (1976-2016). (1) Given the reactants [N:1]1([CH2:5][CH2:6][N:7]2[CH:11]=[C:10]([C:12]3[CH:17]=[CH:16][N:15]=[C:14]([CH:18]([CH3:20])[CH3:19])[CH:13]=3)[N:9]=[C:8]2[CH:21]2[CH2:26][CH2:25][N:24]([C:27]3[N:32]=[CH:31][N:30]=[C:29]([NH2:33])[C:28]=3Br)[CH2:23][CH2:22]2)[CH2:4][CH2:3][CH2:2]1.[C:35]1(B(O)O)[CH:40]=[CH:39][CH:38]=[CH:37][CH:36]=1, predict the reaction product. The product is: [N:1]1([CH2:5][CH2:6][N:7]2[CH:11]=[C:10]([C:12]3[CH:17]=[CH:16][N:15]=[C:14]([CH:18]([CH3:20])[CH3:19])[CH:13]=3)[N:9]=[C:8]2[CH:21]2[CH2:26][CH2:25][N:24]([C:27]3[N:32]=[CH:31][N:30]=[C:29]([NH2:33])[C:28]=3[C:35]3[CH:40]=[CH:39][CH:38]=[CH:37][CH:36]=3)[CH2:23][CH2:22]2)[CH2:4][CH2:3][CH2:2]1. (2) Given the reactants [NH2:1][NH:2][C:3]([C:5]1[N:10]=[CH:9][CH:8]=[CH:7][N:6]=1)=[NH:4].[CH2:11]([O:13][C:14]1[C:15]([OH:22])=[C:16]([CH:19]=[CH:20][CH:21]=1)[CH:17]=O)[CH3:12], predict the reaction product. The product is: [CH2:11]([O:13][C:14]1[C:15]([OH:22])=[C:16]([C:17]2[NH:1][N:2]=[C:3]([C:5]3[N:10]=[CH:9][CH:8]=[CH:7][N:6]=3)[N:4]=2)[CH:19]=[CH:20][CH:21]=1)[CH3:12].